Dataset: Peptide-MHC class I binding affinity with 185,985 pairs from IEDB/IMGT. Task: Regression. Given a peptide amino acid sequence and an MHC pseudo amino acid sequence, predict their binding affinity value. This is MHC class I binding data. The binding affinity (normalized) is 0.924. The peptide sequence is ETYQLWTALI. The MHC is HLA-A68:02 with pseudo-sequence HLA-A68:02.